This data is from NCI-60 drug combinations with 297,098 pairs across 59 cell lines. The task is: Regression. Given two drug SMILES strings and cell line genomic features, predict the synergy score measuring deviation from expected non-interaction effect. (1) Drug 1: CC12CCC3C(C1CCC2=O)CC(=C)C4=CC(=O)C=CC34C. Drug 2: CC1=C(C=C(C=C1)C(=O)NC2=CC(=CC(=C2)C(F)(F)F)N3C=C(N=C3)C)NC4=NC=CC(=N4)C5=CN=CC=C5. Cell line: HOP-62. Synergy scores: CSS=41.3, Synergy_ZIP=-3.35, Synergy_Bliss=-10.2, Synergy_Loewe=-11.3, Synergy_HSA=-9.78. (2) Drug 1: CC12CCC3C(C1CCC2=O)CC(=C)C4=CC(=O)C=CC34C. Drug 2: CCC1(CC2CC(C3=C(CCN(C2)C1)C4=CC=CC=C4N3)(C5=C(C=C6C(=C5)C78CCN9C7C(C=CC9)(C(C(C8N6C)(C(=O)OC)O)OC(=O)C)CC)OC)C(=O)OC)O.OS(=O)(=O)O. Cell line: U251. Synergy scores: CSS=76.2, Synergy_ZIP=-0.872, Synergy_Bliss=-2.74, Synergy_Loewe=-1.15, Synergy_HSA=-1.37.